This data is from Full USPTO retrosynthesis dataset with 1.9M reactions from patents (1976-2016). The task is: Predict the reactants needed to synthesize the given product. (1) Given the product [CH2:25]([C:22]1[CH:23]=[CH:24][C:19]([CH2:18][C:16]2[CH:15]=[CH:14][C:12]3[S:13][C:9]([P:4]([OH:5])(=[O:3])[OH:8])=[CH:10][C:11]=3[CH:17]=2)=[CH:20][CH:21]=1)[CH3:26], predict the reactants needed to synthesize it. The reactants are: C([O:3][P:4]([C:9]1[S:13][C:12]2[CH:14]=[CH:15][C:16]([CH2:18][C:19]3[CH:24]=[CH:23][C:22]([CH2:25][CH3:26])=[CH:21][CH:20]=3)=[CH:17][C:11]=2[CH:10]=1)(=[O:8])[O:5]CC)C.Br[Si](C)(C)C.CO. (2) Given the product [CH3:41][O:42][C:26]1[CH:27]=[C:22]([N+:19]([O-:21])=[O:20])[CH:23]=[CH:24][C:25]=1[S:28]([NH:31][C:32]1[CH:37]=[CH:36][C:35]([O:46][CH3:47])=[CH:34][CH:33]=1)(=[O:30])=[O:29], predict the reactants needed to synthesize it. The reactants are: NC1C=CC(S(NC2C=CC=CC=2C)(=O)=O)=CC=1.[N+:19]([C:22]1[CH:27]=[CH:26][C:25]([S:28]([NH:31][C:32]2[CH:37]=[CH:36][CH:35]=[CH:34][C:33]=2C)(=[O:30])=[O:29])=[CH:24][CH:23]=1)([O-:21])=[O:20].[B-].[Na+].[CH3:41][OH:42].C1[CH2:47][O:46]CC1.